From a dataset of Blood-brain barrier permeability classification from the B3DB database. Regression/Classification. Given a drug SMILES string, predict its absorption, distribution, metabolism, or excretion properties. Task type varies by dataset: regression for continuous measurements (e.g., permeability, clearance, half-life) or binary classification for categorical outcomes (e.g., BBB penetration, CYP inhibition). Dataset: b3db_classification. (1) The result is 1 (penetrates BBB). The molecule is Oc1ccc2c(c1)[C@@]13CCCC[C@@]1(O)[C@@H](C2)N(CC1CCC1)CC3. (2) The drug is O=C1CCC(=O)N1CC1CCC2CN(c3ncccn3)CCN2C1. The result is 1 (penetrates BBB). (3) The drug is O=C(C[C@H]1c2ccccc2C(=O)N1c1ccc2ccc(Cl)nc2n1)N1CCC2(CC1)OCCO2. The result is 1 (penetrates BBB). (4) The compound is COCn1nc(-c2ccc(OC)cc2)nc1-c1cccc(CN(C)C)c1. The result is 1 (penetrates BBB). (5) The compound is O=c1[nH]c(=O)n([C@@H]2C[C@H](O)[C@H](CO)O2)cc1F. The result is 0 (does not penetrate BBB). (6) The drug is O=C(NCCN1CCN(c2cccc3c2OCC(CO)O3)CC1)c1ccc(F)cc1. The result is 1 (penetrates BBB). (7) The molecule is Cc1ccccc1N1CCN(CCc2nnc3n2CCCC3)CC1. The result is 0 (does not penetrate BBB). (8) The molecule is Nc1nc(F)nc2c1ncn2C1OC(COP(=O)(O)O)C(O)C1O. The result is 0 (does not penetrate BBB). (9) The molecule is CC(=O)N=c1sc(S(N)(=O)=O)nn1C. The result is 0 (does not penetrate BBB).